Dataset: Forward reaction prediction with 1.9M reactions from USPTO patents (1976-2016). Task: Predict the product of the given reaction. (1) Given the reactants CP(C)C.C1(OP([N:21]2[C:29]3[C:24](=[CH:25][C:26]([Cl:30])=[CH:27][CH:28]=3)[C:23]([C@H:31]3[C:39]4[C:34](=[CH:35][CH:36]=[CH:37][CH:38]=4)[C@H:33]([N:40]=[N+]=[N-])[CH2:32]3)=[CH:22]2)(=O)OC2C=CC=CC=2)C=CC=CC=1.C(OCC)(=O)C.CO, predict the reaction product. The product is: [Cl:30][C:26]1[CH:25]=[C:24]2[C:29](=[CH:28][CH:27]=1)[NH:21][CH:22]=[C:23]2[C@H:31]1[C:39]2[C:34](=[CH:35][CH:36]=[CH:37][CH:38]=2)[C@H:33]([NH2:40])[CH2:32]1. (2) Given the reactants O.[OH-].[Li+].C[O:5][C:6]([C:8]1[CH:9]=[C:10]([C@:14]2([CH3:30])[CH2:19][CH2:18][N:17]([C:20]([O:22][CH2:23][CH2:24][Si:25]([CH3:28])([CH3:27])[CH3:26])=[O:21])[CH2:16][C@@H:15]2[CH3:29])[CH:11]=[CH:12][CH:13]=1)=[O:7].Cl, predict the reaction product. The product is: [C:6]([C:8]1[CH:9]=[C:10]([C@:14]2([CH3:30])[CH2:19][CH2:18][N:17]([C:20]([O:22][CH2:23][CH2:24][Si:25]([CH3:28])([CH3:27])[CH3:26])=[O:21])[CH2:16][C@@H:15]2[CH3:29])[CH:11]=[CH:12][CH:13]=1)([OH:7])=[O:5]. (3) Given the reactants [C:1]([C:4]1[C:22](=[O:23])[C@@:8]2([CH3:24])[C:9]3[C:15]([OH:16])=[CH:14][C:13]([O:17][CH3:18])=[C:12]([C:19]([NH2:21])=[O:20])[C:10]=3[O:11][C:7]2=[CH:6][C:5]=1[OH:25])(=[O:3])[CH3:2].[CH3:26][C:27]1[C:36]([CH3:37])=[C:35]([O:38][CH2:39][CH2:40][CH3:41])[C:34]2[C:29](=[CH:30][CH:31]=[CH:32][CH:33]=2)[C:28]=1[CH:42]=O.C([SiH](CC)CC)C.FC(F)(F)C(O)=O, predict the reaction product. The product is: [C:1]([C:4]1[C:22](=[O:23])[C@@:8]2([CH3:24])[C:9]3[C:15]([OH:16])=[CH:14][C:13]([O:17][CH3:18])=[C:12]([C:19]([NH:21][CH2:42][C:28]4[C:29]5[C:34](=[CH:33][CH:32]=[CH:31][CH:30]=5)[C:35]([O:38][CH2:39][CH2:40][CH3:41])=[C:36]([CH3:37])[C:27]=4[CH3:26])=[O:20])[C:10]=3[O:11][C:7]2=[CH:6][C:5]=1[OH:25])(=[O:3])[CH3:2].